From a dataset of Reaction yield outcomes from USPTO patents with 853,638 reactions. Predict the reaction yield, written as a fraction of the theoretical maximum amount of product (1.0 means a 100% yield; for example, 0.34 means a 34% yield). (1) The reactants are [C:1]([NH:4][C:5]1[C:10]2=[N:11][C:12]([C:17](OC)=[O:18])=[C:13]([OH:16])[C:14](=[O:15])[N:9]2[CH:8]=[C:7]([N:21]2[CH2:26][CH2:25][O:24][CH2:23][CH2:22]2)[CH:6]=1)(=[O:3])[CH3:2].[F:27][C:28]1[CH:33]=[CH:32][C:31]([CH2:34][NH2:35])=[CH:30][CH:29]=1. The catalyst is CO. The product is [C:1]([NH:4][C:5]1[C:10]2=[N:11][C:12]([C:17]([NH:35][CH2:34][C:31]3[CH:32]=[CH:33][C:28]([F:27])=[CH:29][CH:30]=3)=[O:18])=[C:13]([OH:16])[C:14](=[O:15])[N:9]2[CH:8]=[C:7]([N:21]2[CH2:22][CH2:23][O:24][CH2:25][CH2:26]2)[CH:6]=1)(=[O:3])[CH3:2]. The yield is 0.220. (2) The reactants are [F:1][C:2]1[CH:9]=[C:8]([OH:10])[C:7]([O:11][CH3:12])=[CH:6][C:3]=1[CH:4]=[O:5].CN(C)C=O.[H-].[Na+].[NH:20]1[C:24]2[CH:25]=[CH:26][CH:27]=[CH:28][C:23]=2[N:22]=[C:21]1[CH2:29]OC1C(Cl)=CC(C=O)=C(F)C=1. The catalyst is O. The product is [NH:20]1[C:24]2[CH:25]=[CH:26][CH:27]=[CH:28][C:23]=2[N:22]=[C:21]1[CH2:29][O:10][C:8]1[C:7]([O:11][CH3:12])=[CH:6][C:3]([CH:4]=[O:5])=[C:2]([F:1])[CH:9]=1. The yield is 0.450. (3) The catalyst is O.CO. The reactants are [N:1]([O-])=O.[Na+].[F:5][C:6]1[CH:12]=[CH:11][CH:10]=[CH:9][C:7]=1[NH2:8].Cl.[CH3:14][O:15][CH2:16][C:17](=[O:23])[CH2:18][C:19]([O:21][CH3:22])=[O:20].CC([O-])=O.[Na+]. The yield is 0.940. The product is [F:5][C:6]1[CH:12]=[CH:11][CH:10]=[CH:9][C:7]=1[NH:8][N:1]=[C:18]([C:17](=[O:23])[CH2:16][O:15][CH3:14])[C:19]([O:21][CH3:22])=[O:20]. (4) The reactants are [S:1]1[CH:5]=[CH:4][CH:3]=[C:2]1[CH:6]1[C:11](=[CH2:12])[CH2:10][CH2:9][CH2:8][C:7]1=O.[C:14]([CH2:16][C:17]([NH2:19])=[S:18])#[N:15].C(=O)([O-])[O-].[K+].[K+].[S]. The catalyst is CC(C)=O. The product is [SH:18][C:17]1[C:16]([C:14]#[N:15])=[C:6]([C:2]2[S:1][CH:5]=[CH:4][CH:3]=2)[C:11]2[CH2:10][CH2:9][CH2:8][CH2:7][C:12]=2[N:19]=1. The yield is 0.920. (5) The reactants are [ClH:1].[CH3:2][O:3][C:4]1[CH:5]=[C:6]2[C:10](=[CH:11][CH:12]=1)[NH:9][C:8](=[O:13])[C@:7]12[CH2:15][C@H:14]1[C:16]1[CH:24]=[C:23]2[C:19]([C:20]([C:25]3[CH:26]=[N:27][C:28]([N:31]4[CH2:36][CH2:35][N:34]([CH3:37])[CH2:33][CH2:32]4)=[CH:29][CH:30]=3)=[N:21][NH:22]2)=[CH:18][CH:17]=1. The catalyst is CO.C(Cl)Cl. The product is [ClH:1].[ClH:1].[CH3:2][O:3][C:4]1[CH:5]=[C:6]2[C:10](=[CH:11][CH:12]=1)[NH:9][C:8](=[O:13])[C@:7]12[CH2:15][C@H:14]1[C:16]1[CH:24]=[C:23]2[C:19]([C:20]([C:25]3[CH:26]=[N:27][C:28]([N:31]4[CH2:32][CH2:33][N:34]([CH3:37])[CH2:35][CH2:36]4)=[CH:29][CH:30]=3)=[N:21][NH:22]2)=[CH:18][CH:17]=1. The yield is 0.880. (6) The reactants are [H-].[Na+].[N+:3]([C:6]1[C:11]([OH:12])=[CH:10][CH:9]=[CH:8][N:7]=1)([O-:5])=[O:4].[C:13](Br)([Br:16])([F:15])[F:14]. The catalyst is CN1CCCC1=O. The product is [Br:16][C:13]([F:15])([F:14])[O:12][C:11]1[C:6]([N+:3]([O-:5])=[O:4])=[N:7][CH:8]=[CH:9][CH:10]=1. The yield is 0.230. (7) The reactants are [CH3:1][NH:2][CH2:3][CH2:4][CH2:5][NH:6][CH3:7].Br[C:9]1[S:10][CH:11]=[CH:12][N:13]=1.O. The catalyst is C(Cl)(Cl)Cl. The product is [CH3:1][N:2]([C:9]1[S:10][CH:11]=[CH:12][N:13]=1)[CH2:3][CH2:4][CH2:5][NH:6][CH3:7]. The yield is 0.590. (8) The reactants are [F:1][C:2]1[CH:8]=[C:7]([F:9])[CH:6]=[CH:5][C:3]=1[NH2:4].[N:10]([O-])=O.[Na+].C([O-])(=O)C.[Na+].[C:19]([CH2:22][C:23](=[O:25])[CH3:24])(=[O:21])[CH3:20]. The catalyst is C(O)(=O)C.Cl.O. The product is [F:1][C:2]1[CH:8]=[C:7]([F:9])[CH:6]=[CH:5][C:3]=1[NH:4][N:10]=[C:22]([C:23](=[O:25])[CH3:24])[C:19](=[O:21])[CH3:20]. The yield is 0.300. (9) The reactants are [F:1][C:2]([F:22])([F:21])[S:3](N(C1C=CC(Cl)=CN=1)[S:3]([C:2]([F:22])([F:21])[F:1])(=[O:5])=[O:4])(=[O:5])=[O:4].[OH:23][C:24]1[CH:33]=[CH:32][C:31]2[C:26](=[CH:27][CH:28]=[CH:29][C:30]=2[O:34][CH3:35])[CH:25]=1.O. The catalyst is C(Cl)Cl. The product is [F:1][C:2]([F:22])([F:21])[S:3]([O:23][C:24]1[CH:33]=[CH:32][C:31]2[C:26](=[CH:27][CH:28]=[CH:29][C:30]=2[O:34][CH3:35])[CH:25]=1)(=[O:5])=[O:4]. The yield is 0.800.